This data is from Peptide-MHC class I binding affinity with 185,985 pairs from IEDB/IMGT. The task is: Regression. Given a peptide amino acid sequence and an MHC pseudo amino acid sequence, predict their binding affinity value. This is MHC class I binding data. (1) The peptide sequence is TTRAVNMEV. The MHC is HLA-B08:01 with pseudo-sequence HLA-B08:01. The binding affinity (normalized) is 0.213. (2) The peptide sequence is WRFDSRLAF. The MHC is HLA-B35:01 with pseudo-sequence HLA-B35:01. The binding affinity (normalized) is 0.0572. (3) The peptide sequence is KNMYELQKL. The MHC is Mamu-B03 with pseudo-sequence Mamu-B03. The binding affinity (normalized) is 0.183. (4) The peptide sequence is GYCLTRWMLI. The MHC is HLA-A24:02 with pseudo-sequence HLA-A24:02. The binding affinity (normalized) is 0.352. (5) The peptide sequence is VYSFDESSF. The MHC is HLA-A68:02 with pseudo-sequence HLA-A68:02. The binding affinity (normalized) is 0.0847. (6) The peptide sequence is DYCNVLNKEF. The MHC is HLA-B40:01 with pseudo-sequence HLA-B40:01. The binding affinity (normalized) is 0.